Dataset: Catalyst prediction with 721,799 reactions and 888 catalyst types from USPTO. Task: Predict which catalyst facilitates the given reaction. Reactant: [C:1]([O:5][C:6]([N:8]1[CH2:13][CH2:12][O:11][CH2:10][CH:9]1[C:14]([OH:16])=O)=[O:7])([CH3:4])([CH3:3])[CH3:2].C1N=CN(C(N2C=NC=C2)=O)C=1.Cl.Cl.[CH3:31][N:32]1[C:36]2[CH:37]=[CH:38][CH:39]=[CH:40][C:35]=2[N:34]=[C:33]1[C:41]1[CH:46]=[CH:45][CH:44]=[C:43]([N:47]2[CH2:52][CH2:51][NH:50][CH2:49][CH2:48]2)[CH:42]=1.CCN(C(C)C)C(C)C. Product: [C:1]([O:5][C:6]([N:8]1[CH2:13][CH2:12][O:11][CH2:10][CH:9]1[C:14]([N:50]1[CH2:51][CH2:52][N:47]([C:43]2[CH:44]=[CH:45][CH:46]=[C:41]([C:33]3[N:32]([CH3:31])[C:36]4[CH:37]=[CH:38][CH:39]=[CH:40][C:35]=4[N:34]=3)[CH:42]=2)[CH2:48][CH2:49]1)=[O:16])=[O:7])([CH3:2])([CH3:3])[CH3:4]. The catalyst class is: 10.